Dataset: Forward reaction prediction with 1.9M reactions from USPTO patents (1976-2016). Task: Predict the product of the given reaction. Given the reactants [F:1][C:2]1[CH:7]=[C:6]([F:8])[CH:5]=[CH:4][C:3]=1[N:9]1[C:13]([C:14]2[S:23][C:22]3[C:21]4[N:24]=[C:25]([N:28]5[CH2:33][CH2:32][NH:31][CH2:30][CH2:29]5)[CH:26]=[CH:27][C:20]=4[O:19][CH2:18][CH2:17][C:16]=3[CH:15]=2)=[N:12][CH:11]=[N:10]1.CCN(C(C)C)C(C)C.[CH3:43][S:44](Cl)(=[O:46])=[O:45].C(Cl)Cl.CCOC(C)=O, predict the reaction product. The product is: [F:1][C:2]1[CH:7]=[C:6]([F:8])[CH:5]=[CH:4][C:3]=1[N:9]1[C:13]([C:14]2[S:23][C:22]3[C:21]4[N:24]=[C:25]([N:28]5[CH2:29][CH2:30][N:31]([S:44]([CH3:43])(=[O:46])=[O:45])[CH2:32][CH2:33]5)[CH:26]=[CH:27][C:20]=4[O:19][CH2:18][CH2:17][C:16]=3[CH:15]=2)=[N:12][CH:11]=[N:10]1.